Dataset: Retrosynthesis with 50K atom-mapped reactions and 10 reaction types from USPTO. Task: Predict the reactants needed to synthesize the given product. (1) Given the product CC(C)(C)OC(=O)N1CCN(c2ccc(O)cc2)CC1, predict the reactants needed to synthesize it. The reactants are: CC(C)(C)OC(=O)OC(=O)OC(C)(C)C.Oc1ccc(N2CCNCC2)cc1. (2) Given the product CC1(C)OCc2cc([C@@H](O)C(=O)N[C@H]3CCc4ccc(O)cc4C3)ccc2O1, predict the reactants needed to synthesize it. The reactants are: CC1(C)OCc2cc([C@@H](O)C(=O)O)ccc2O1.N[C@H]1CCc2ccc(O)cc2C1. (3) The reactants are: CC(C)(C)OC(=O)N1CCNCC1.O=Cc1ccc(Br)cc1Oc1ccccc1. Given the product CC(C)(C)OC(=O)N1CCN(Cc2ccc(Br)cc2Oc2ccccc2)CC1, predict the reactants needed to synthesize it. (4) Given the product CN(CCCCNC(=O)OCc1ccccc1)Cc1ccc(CN(Cc2ncc[nH]2)Cc2nccn2C)cc1, predict the reactants needed to synthesize it. The reactants are: CN(CCCCNC(=O)OCc1ccccc1)Cc1ccc(CNCc2ncc[nH]2)cc1.Cn1ccnc1C=O.